From a dataset of CYP3A4 inhibition data for predicting drug metabolism from PubChem BioAssay. Regression/Classification. Given a drug SMILES string, predict its absorption, distribution, metabolism, or excretion properties. Task type varies by dataset: regression for continuous measurements (e.g., permeability, clearance, half-life) or binary classification for categorical outcomes (e.g., BBB penetration, CYP inhibition). Dataset: cyp3a4_veith. (1) The drug is CCNC(=O)O/N=C(\C)c1sc(-c2ccccc2)nc1C. The result is 0 (non-inhibitor). (2) The compound is COc1ccc(C(=O)CN(C(=O)c2ccc(Cl)cc2)N2C(=O)c3ccccc3C2=O)cc1. The result is 1 (inhibitor). (3) The molecule is CC(C)N[C@@H](C)Cc1ccc(I)cc1. The result is 0 (non-inhibitor). (4) The molecule is Cc1cc2c(SCc3ccccc3Cl)nc(N)nc2nc1C. The result is 0 (non-inhibitor). (5) The compound is CC1(C)CC(=O)C2=C(C1)Nc1cc3c(cc1C2c1ccc(F)cc1)OCO3. The result is 1 (inhibitor). (6) The compound is COc1ccc(C(=O)NCCCN2CCOCC2)cc1OC. The result is 0 (non-inhibitor). (7) The drug is CN(C)CCOC(=O)[C@@H](c1ccccc1)C1(O)CCCC1. The result is 0 (non-inhibitor).